Dataset: Reaction yield outcomes from USPTO patents with 853,638 reactions. Task: Predict the reaction yield, written as a fraction of the theoretical maximum amount of product (1.0 means a 100% yield; for example, 0.34 means a 34% yield). The reactants are Br[C:2]1[CH:12]=[C:11]([CH3:13])[C:5]2[N:6]=[C:7]([NH2:10])[N:8]=[N:9][C:4]=2[CH:3]=1.[N+:14]([C:17]1[CH:18]=[C:19](B(O)O)[CH:20]=[CH:21][CH:22]=1)([O-:16])=[O:15].C(=O)([O-])[O-].[Na+].[Na+]. The catalyst is C1C=CC([P]([Pd]([P](C2C=CC=CC=2)(C2C=CC=CC=2)C2C=CC=CC=2)([P](C2C=CC=CC=2)(C2C=CC=CC=2)C2C=CC=CC=2)[P](C2C=CC=CC=2)(C2C=CC=CC=2)C2C=CC=CC=2)(C2C=CC=CC=2)C2C=CC=CC=2)=CC=1. The product is [CH3:13][C:11]1[C:5]2[N:6]=[C:7]([NH2:10])[N:8]=[N:9][C:4]=2[CH:3]=[C:2]([C:21]2[CH:20]=[CH:19][CH:18]=[C:17]([N+:14]([O-:16])=[O:15])[CH:22]=2)[CH:12]=1. The yield is 0.730.